Dataset: Forward reaction prediction with 1.9M reactions from USPTO patents (1976-2016). Task: Predict the product of the given reaction. (1) Given the reactants [CH3:1][N:2]1[C:7](=[O:8])[C:6]([N:9]2[CH2:14][CH2:13][O:12][CH2:11][CH2:10]2)=[C:5]2[C:15](=[O:19])[NH:16][C:17](=S)[C:4]2=[C:3]1CCC1C=CC2C(=CC=CC=2)N=1.[CH2:32]1[CH2:36]O[CH2:34][CH2:33]1.[CH3:37][CH2:38]O, predict the reaction product. The product is: [CH3:1][N:2]1[C:7](=[O:8])[C:6]([N:9]2[CH2:14][CH2:13][O:12][CH2:11][CH2:10]2)=[C:5]2[C:15](=[O:19])[N:16]([CH2:34][CH2:33][C:32]3[CH:36]=[CH:37][C:38]4[C:3](=[CH:4][CH:5]=[CH:6][CH:7]=4)[N:2]=3)[CH2:17][C:4]2=[CH:3]1. (2) Given the reactants [NH:1]1[CH:5]=[C:4]([C:6]2[CH:11]=[C:10]([C:12]#[N:13])[CH:9]=[CH:8][N:7]=2)[N:3]=[CH:2]1.Cl.Cl[CH2:16][CH:17]([N:19]1[CH2:23][CH2:22][CH2:21][CH2:20]1)[CH3:18], predict the reaction product. The product is: [N:19]1([CH:17]([CH3:18])[CH2:16][N:1]2[CH:5]=[C:4]([C:6]3[CH:11]=[C:10]([C:12]#[N:13])[CH:9]=[CH:8][N:7]=3)[N:3]=[CH:2]2)[CH2:23][CH2:22][CH2:21][CH2:20]1. (3) Given the reactants Br[C:2]1[CH:7]=[CH:6][C:5]([C:8]2[N:9]=[CH:10][S:11][CH:12]=2)=[C:4]([CH2:13][CH3:14])[CH:3]=1.C([Sn](CCCC)(CCCC)[C:20]([O:22]CC)=[CH2:21])CCC.[Cl-].[Li+], predict the reaction product. The product is: [CH2:13]([C:4]1[CH:3]=[C:2]([C:20](=[O:22])[CH3:21])[CH:7]=[CH:6][C:5]=1[C:8]1[N:9]=[CH:10][S:11][CH:12]=1)[CH3:14]. (4) Given the reactants [C:1]([C:5]1[N:10]=[C:9]([N:11]2[CH2:16][CH2:15][N:14]([CH2:17][CH2:18][CH2:19][OH:20])[CH2:13][CH2:12]2)[CH:8]=[C:7]([CH:21]2[CH2:24][CH2:23][CH2:22]2)[N:6]=1)([CH3:4])([CH3:3])[CH3:2].C([Li])CCC.[CH2:30]([O:37][C:38]1[CH:43]=[CH:42][N:41]=[C:40](S(C)(=O)=O)[N:39]=1)[C:31]1[CH:36]=[CH:35][CH:34]=[CH:33][CH:32]=1, predict the reaction product. The product is: [CH2:30]([O:37][C:38]1[CH:43]=[CH:42][N:41]=[C:40]([O:20][CH2:19][CH2:18][CH2:17][N:14]2[CH2:13][CH2:12][N:11]([C:9]3[CH:8]=[C:7]([CH:21]4[CH2:24][CH2:23][CH2:22]4)[N:6]=[C:5]([C:1]([CH3:4])([CH3:2])[CH3:3])[N:10]=3)[CH2:16][CH2:15]2)[N:39]=1)[C:31]1[CH:32]=[CH:33][CH:34]=[CH:35][CH:36]=1. (5) Given the reactants [NH2:1][C@H:2]([C@@H:6]([OH:11])[C:7]([CH3:10])([CH3:9])[CH3:8])[C:3]([OH:5])=[O:4].[C:12]([O-:15])(O)=[O:13].[Na+].[C:17]1([CH2:23][CH2:24][CH2:25][CH2:26][CH2:27]C2C(=O)N(C([O-])=O)C=CC=2)[CH:22]=[CH:21][CH:20]=[CH:19][CH:18]=1, predict the reaction product. The product is: [OH:11][C@@H:6]([C:7]([CH3:8])([CH3:10])[CH3:9])[C@@H:2]([NH:1][C:12]([O:15][CH2:27][CH2:26][CH2:25][CH2:24][CH2:23][C:17]1[CH:22]=[CH:21][CH:20]=[CH:19][CH:18]=1)=[O:13])[C:3]([OH:5])=[O:4].